This data is from Reaction yield outcomes from USPTO patents with 853,638 reactions. The task is: Predict the reaction yield, written as a fraction of the theoretical maximum amount of product (1.0 means a 100% yield; for example, 0.34 means a 34% yield). (1) The reactants are Br.Br[CH:3]([C:5]1[CH:6]=[C:7]([C:23]([N:25]([CH3:27])[CH3:26])=[O:24])[CH:8]=[C:9]2[C:14]=1[O:13][C:12]([N:15]1[CH2:20][CH2:19][O:18][C@H:17]([CH3:21])[CH2:16]1)=[CH:11][C:10]2=[O:22])[CH3:4].[F:28][C:29]1[CH:35]=[CH:34][C:32]([NH2:33])=[CH:31][CH:30]=1. The catalyst is CC(N(C)C)=O. The product is [F:28][C:29]1[CH:35]=[CH:34][C:32]([NH:33][CH:3]([C:5]2[CH:6]=[C:7]([C:23]([N:25]([CH3:27])[CH3:26])=[O:24])[CH:8]=[C:9]3[C:14]=2[O:13][C:12]([N:15]2[CH2:20][CH2:19][O:18][C@H:17]([CH3:21])[CH2:16]2)=[CH:11][C:10]3=[O:22])[CH3:4])=[CH:31][CH:30]=1. The yield is 0.590. (2) The reactants are [Br:1][C:2]1[CH:7]=[CH:6][C:5]([C:8]2[C:9]3[CH:16]=[CH:15][C:14]([O:17]C)=[CH:13][C:10]=3[S:11][CH:12]=2)=[CH:4][CH:3]=1.Br. The catalyst is C(O)(=O)C. The product is [Br:1][C:2]1[CH:7]=[CH:6][C:5]([C:8]2[C:9]3[CH:16]=[CH:15][C:14]([OH:17])=[CH:13][C:10]=3[S:11][CH:12]=2)=[CH:4][CH:3]=1. The yield is 0.980. (3) The reactants are [CH2:1]([N:3]1[C:7]2[CH:8]=[CH:9][C:10]([C:12]3[CH2:17][S:16][C:15](=[O:18])[NH:14][N:13]=3)=[CH:11][C:6]=2[N:5]=[C:4]1[C:19]1[CH:24]=[CH:23][CH:22]=[C:21]([O:25][CH3:26])[CH:20]=1)[CH3:2].Br[CH2:28][CH2:29][O:30][CH:31]1[CH2:36][CH2:35][CH2:34][CH2:33][O:32]1.C(=O)([O-])[O-].[Cs+].[Cs+].O. The catalyst is CN(C)C=O. The product is [CH2:1]([N:3]1[C:7]2[CH:8]=[CH:9][C:10]([C:12]3[CH2:17][S:16][C:15](=[O:18])[N:14]([CH2:28][CH2:29][O:30][CH:31]4[CH2:36][CH2:35][CH2:34][CH2:33][O:32]4)[N:13]=3)=[CH:11][C:6]=2[N:5]=[C:4]1[C:19]1[CH:24]=[CH:23][CH:22]=[C:21]([O:25][CH3:26])[CH:20]=1)[CH3:2]. The yield is 0.740.